This data is from Forward reaction prediction with 1.9M reactions from USPTO patents (1976-2016). The task is: Predict the product of the given reaction. (1) Given the reactants [NH2:1][C@H:2]([C:7]([OH:9])=[O:8])[C@H:3]([CH2:5][CH3:6])[CH3:4].[OH-].[Na+:11], predict the reaction product. The product is: [NH2:1][CH:2]([CH:3]([CH3:4])[CH2:5][CH3:6])[C:7]([O-:9])=[O:8].[Na+:11]. (2) Given the reactants [F:1][C:2]([F:14])([F:13])[C:3]1[CH:12]=[C:11]2[C:6]([CH2:7][CH2:8][CH2:9][NH:10]2)=[CH:5][CH:4]=1.CCN(C(C)C)C(C)C.[Cl:24][C:25]1[N:30]=[C:29](Cl)[N:28]=[CH:27][N:26]=1, predict the reaction product. The product is: [Cl:24][C:25]1[N:30]=[CH:29][N:28]=[C:27]([N:10]2[C:11]3[C:6](=[CH:5][CH:4]=[C:3]([C:2]([F:1])([F:13])[F:14])[CH:12]=3)[CH2:7][CH2:8][CH2:9]2)[N:26]=1. (3) Given the reactants O[C:2]1[C:3]([C:23]2[CH:28]=[CH:27][C:26]([C:29]3[CH:30]=[N:31][C:32]([C:35](=[O:38])[NH:36][CH3:37])=[CH:33][CH:34]=3)=[CH:25][CH:24]=2)=[N:4][N:5]([CH3:22])[C:6]=1[C:7]1[NH:21][C:10]2=[CH:11][C:12]3[CH2:13][N:14](C([O-])=O)[CH2:15][C:16]=3[CH:17]=[C:9]2[N:8]=1.CC(C)([O-:42])C.[K+].[CH2:45]([N:47]([CH2:51][CH3:52])[C:48](Cl)=[O:49])[CH3:46], predict the reaction product. The product is: [CH2:45]([N:47]([CH2:51][CH3:52])[C:48](=[O:42])[O:49][C:2]1[C:3]([C:23]2[CH:24]=[CH:25][C:26]([C:29]3[CH:30]=[N:31][C:32]([C:35](=[O:38])[NH:36][CH3:37])=[CH:33][CH:34]=3)=[CH:27][CH:28]=2)=[N:4][N:5]([CH3:22])[C:6]=1[C:7]1[NH:8][C:9]2=[CH:17][C:16]3[CH2:15][NH:14][CH2:13][C:12]=3[CH:11]=[C:10]2[N:21]=1)[CH3:46]. (4) Given the reactants Cl[C:2]1[CH:7]=[C:6]([Cl:8])[N:5]=[C:4]([NH2:9])[N:3]=1.C(N(CC)CC)C.[CH:17]1([CH2:23][NH2:24])[CH2:22][CH2:21][CH2:20][CH2:19][CH2:18]1, predict the reaction product. The product is: [Cl:8][C:6]1[N:5]=[C:4]([NH2:9])[N:3]=[C:2]([NH:24][CH2:23][CH:17]2[CH2:22][CH2:21][CH2:20][CH2:19][CH2:18]2)[CH:7]=1.